Dataset: Forward reaction prediction with 1.9M reactions from USPTO patents (1976-2016). Task: Predict the product of the given reaction. (1) Given the reactants [NH2:1][C:2]1[CH:7]=[CH:6][C:5]([Br:8])=[CH:4][C:3]=1[C:9]([C:11]1[CH:16]=[CH:15][C:14]([CH3:17])=[CH:13][CH:12]=1)=O.[C:18](#[N:20])[CH3:19].[H-].[Na+].O, predict the reaction product. The product is: [Br:8][C:5]1[CH:4]=[C:3]2[C:2](=[CH:7][CH:6]=1)[N:1]=[C:18]([NH2:20])[CH:19]=[C:9]2[C:11]1[CH:16]=[CH:15][C:14]([CH3:17])=[CH:13][CH:12]=1. (2) Given the reactants [C:1]([C:3]1[C:4]([N:17]2[CH2:20][CH:19]([C:21]([OH:23])=O)[CH2:18]2)=[N:5][C:6]([CH:14]([F:16])[F:15])=[C:7]([C:9]([O:11][CH2:12][CH3:13])=[O:10])[CH:8]=1)#[N:2].[Si:24]([O:31][CH2:32][C:33]1[CH:38]=[CH:37][C:36]([CH2:39][S:40]([NH2:43])(=[O:42])=[O:41])=[CH:35][CH:34]=1)([C:27]([CH3:30])([CH3:29])[CH3:28])([CH3:26])[CH3:25].C1CN([P+](Br)(N2CCCC2)N2CCCC2)CC1.F[P-](F)(F)(F)(F)F.CCN(C(C)C)C(C)C, predict the reaction product. The product is: [Si:24]([O:31][CH2:32][C:33]1[CH:34]=[CH:35][C:36]([CH2:39][S:40]([NH:43][C:21]([CH:19]2[CH2:18][N:17]([C:4]3[C:3]([C:1]#[N:2])=[CH:8][C:7]([C:9]([O:11][CH2:12][CH3:13])=[O:10])=[C:6]([CH:14]([F:15])[F:16])[N:5]=3)[CH2:20]2)=[O:23])(=[O:42])=[O:41])=[CH:37][CH:38]=1)([C:27]([CH3:30])([CH3:29])[CH3:28])([CH3:26])[CH3:25]. (3) The product is: [Cl:9][C:10]1[N:11]=[CH:12][C:13]2[C:18]([I:19])=[CH:17][N:16]([C:2]([CH3:8])([CH3:7])[C:3]([O:5][CH3:6])=[O:4])[C:14]=2[N:15]=1. Given the reactants Br[C:2]([CH3:8])([CH3:7])[C:3]([O:5][CH3:6])=[O:4].[Cl:9][C:10]1[N:11]=[CH:12][C:13]2[C:18]([I:19])=[CH:17][NH:16][C:14]=2[N:15]=1.[I-].[K+].C(=O)([O-])[O-].[Cs+].[Cs+], predict the reaction product. (4) Given the reactants [Br:1]N1C(=O)CCC1=O.[Cl:9][C:10]1[CH:11]=[C:12]([CH:17](O)[C:18]([F:21])([F:20])[F:19])[CH:13]=[C:14]([Cl:16])[CH:15]=1.P(OC1C=CC=CC=1)(OC1C=CC=CC=1)OC1C=CC=CC=1, predict the reaction product. The product is: [Br:1][CH:17]([C:12]1[CH:11]=[C:10]([Cl:9])[CH:15]=[C:14]([Cl:16])[CH:13]=1)[C:18]([F:21])([F:20])[F:19]. (5) Given the reactants [OH:1][N:2]1C(=O)C2=CC=CC=C2C1=O.C(O)(C(F)(F)F)=O.[CH:20]([O:22][CH2:23][CH:24]([CH3:26])[CH3:25])=[CH2:21].C([O-])([O-])=O.[K+].[K+].C(N)CC, predict the reaction product. The product is: [CH2:23]([O:22][CH:20]([O:1][NH2:2])[CH3:21])[CH:24]([CH3:26])[CH3:25]. (6) Given the reactants [Na].CCO.[C:5]([NH:8][CH:9]([C:15]([O:17][CH2:18][CH3:19])=[O:16])[C:10]([O:12][CH2:13][CH3:14])=[O:11])(=[O:7])[CH3:6].Br[CH2:21][C:22]1[CH:27]=[CH:26][C:25]([CH2:28][CH3:29])=[C:24]([CH2:30][CH3:31])[CH:23]=1, predict the reaction product. The product is: [C:5]([NH:8][C:9]([CH2:21][C:22]1[CH:27]=[CH:26][C:25]([CH2:28][CH3:29])=[C:24]([CH2:30][CH3:31])[CH:23]=1)([C:15]([O:17][CH2:18][CH3:19])=[O:16])[C:10]([O:12][CH2:13][CH3:14])=[O:11])(=[O:7])[CH3:6]. (7) Given the reactants [C:1]([C:3]1[CH:4]=[C:5]([C:12]([O-:14])=[O:13])[CH:6]=[C:7]([CH:11]=1)[C:8]([O-:10])=[O:9])#[CH:2].[K+].[K+], predict the reaction product. The product is: [C:1]([C:3]1[CH:4]=[C:5]([C:12]([OH:14])=[O:13])[CH:6]=[C:7]([CH:11]=1)[C:8]([OH:10])=[O:9])#[CH:2].